This data is from Catalyst prediction with 721,799 reactions and 888 catalyst types from USPTO. The task is: Predict which catalyst facilitates the given reaction. (1) Reactant: [OH:1][CH2:2][C:3]1[CH:8]=[CH:7][C:6]([OH:9])=[CH:5][CH:4]=1.C([O-])([O-])=O.[K+].[K+].[CH3:16][N:17]([CH3:21])[C:18](Cl)=[O:19]. Product: [CH3:16][N:17]([CH3:21])[C:18](=[O:19])[O:9][C:6]1[CH:7]=[CH:8][C:3]([CH2:2][OH:1])=[CH:4][CH:5]=1. The catalyst class is: 21. (2) Reactant: C([Li])CCC.[C:6]1([C:12]2[CH:20]=[C:15]3[CH:16]=[CH:17][CH:18]=[CH:19][N:14]3[N:13]=2)[CH:11]=[CH:10][CH:9]=[CH:8][CH:7]=1.[CH3:21][Si:22](Cl)([CH3:24])[CH3:23].[Cl-].[NH4+]. Product: [C:6]1([C:12]2[CH:20]=[C:15]3[CH:16]=[CH:17][CH:18]=[C:19]([Si:22]([CH3:24])([CH3:23])[CH3:21])[N:14]3[N:13]=2)[CH:7]=[CH:8][CH:9]=[CH:10][CH:11]=1. The catalyst class is: 188. (3) Reactant: [NH2:1][C:2]([CH3:13])([CH3:12])[CH2:3][C:4]([N:6]1[CH2:11][CH2:10][O:9][CH2:8][CH2:7]1)=O.B.CO. Product: [CH3:13][C:2]([NH2:1])([CH3:12])[CH2:3][CH2:4][N:6]1[CH2:7][CH2:8][O:9][CH2:10][CH2:11]1. The catalyst class is: 1. (4) Reactant: [Cl:1][C:2]1[N:10]([CH2:11][CH:12]=[CH2:13])[C:9]2[C:8](=[O:14])[NH:7][C:6](=[O:15])[N:5]([CH2:16][O:17][CH2:18][CH2:19][Si:20]([CH3:23])([CH3:22])[CH3:21])[C:4]=2[N:3]=1.CI.[C:26](=O)([O-])[O-].[Cs+].[Cs+].O. Product: [Cl:1][C:2]1[N:10]([CH2:11][CH:12]=[CH2:13])[C:9]2[C:8](=[O:14])[N:7]([CH3:26])[C:6](=[O:15])[N:5]([CH2:16][O:17][CH2:18][CH2:19][Si:20]([CH3:21])([CH3:23])[CH3:22])[C:4]=2[N:3]=1. The catalyst class is: 39. (5) Reactant: [CH3:1][O:2][CH2:3][C@H:4]([CH3:31])[O:5][C:6]1[CH:7]=[C:8]([C:23]2[NH:27][C:26]([C:28](=O)[CH3:29])=[CH:25][CH:24]=2)[CH:9]=[C:10]([O:12][C:13]2[CH:18]=[CH:17][C:16]([S:19]([CH3:22])(=[O:21])=[O:20])=[CH:15][CH:14]=2)[CH:11]=1.Cl.[NH2:33][OH:34].C([O-])(=O)C.[Na+]. The catalyst class is: 138. Product: [CH3:1][O:2][CH2:3][C@H:4]([CH3:31])[O:5][C:6]1[CH:7]=[C:8]([C:23]2[NH:27][C:26](/[C:28](=[N:33]/[OH:34])/[CH3:29])=[CH:25][CH:24]=2)[CH:9]=[C:10]([O:12][C:13]2[CH:18]=[CH:17][C:16]([S:19]([CH3:22])(=[O:21])=[O:20])=[CH:15][CH:14]=2)[CH:11]=1. (6) Reactant: [NH2:1][CH:2]([C:14]1[S:15][C:16]([Br:19])=[CH:17][N:18]=1)[C@H:3]1[CH2:8][CH2:7][C@H:6]([C:9]([O:11]CC)=[O:10])[CH2:5][CH2:4]1.[OH-].[Na+].C(O)(C(F)(F)F)=O. Product: [NH2:1][CH:2]([C:14]1[S:15][C:16]([Br:19])=[CH:17][N:18]=1)[C@H:3]1[CH2:8][CH2:7][C@H:6]([C:9]([OH:11])=[O:10])[CH2:5][CH2:4]1. The catalyst class is: 5. (7) Reactant: [CH:1]1([C:4]2[CH:12]=[N:11][CH:10]=[C:9]([F:13])[C:5]=2[C:6]([OH:8])=O)[CH2:3][CH2:2]1.CN(C(ON1N=NC2C=CC=NC1=2)=[N+](C)C)C.F[P-](F)(F)(F)(F)F.CCN(C(C)C)C(C)C.Cl.[Cl:48][C:49]1[CH:50]=[C:51]([CH:55]=[CH:56][N:57]=1)[C:52]([NH2:54])=[NH:53]. Product: [Cl:48][C:49]1[CH:50]=[C:51]([C:52](=[NH:53])[NH:54][C:6](=[O:8])[C:5]2[C:9]([F:13])=[CH:10][N:11]=[CH:12][C:4]=2[CH:1]2[CH2:2][CH2:3]2)[CH:55]=[CH:56][N:57]=1. The catalyst class is: 3. (8) Reactant: Br[C:2]1[S:3][C:4]([C:14]([O:16][CH2:17][CH3:18])=[O:15])=[C:5]([C:7]2[CH:12]=[N:11][C:10]([Cl:13])=[CH:9][N:8]=2)[N:6]=1.[Cl:19][C:20]1[C:24]([Cl:25])=[C:23]([CH3:26])[NH:22][C:21]=1[C:27]([NH:29][C@@H:30]1[CH2:35][CH2:34][NH:33][CH2:32][C@@H:31]1[CH3:36])=[O:28].C(N(CC)C(C)C)(C)C.O. Product: [Cl:13][C:10]1[N:11]=[CH:12][C:7]([C:5]2[N:6]=[C:2]([N:33]3[CH2:34][CH2:35][C@@H:30]([NH:29][C:27]([C:21]4[NH:22][C:23]([CH3:26])=[C:24]([Cl:25])[C:20]=4[Cl:19])=[O:28])[C@@H:31]([CH3:36])[CH2:32]3)[S:3][C:4]=2[C:14]([O:16][CH2:17][CH3:18])=[O:15])=[N:8][CH:9]=1. The catalyst class is: 60. (9) Reactant: Cl.[NH2:2][C:3]1[C:12]2[N:13]=[C:14]([CH2:19][CH2:20][O:21][CH3:22])[N:15]([CH2:16][CH2:17][CH3:18])[C:11]=2[C:10]2[CH:9]=[CH:8][C:7]([O:23][CH2:24][CH2:25][CH2:26][NH:27]C(=O)OC(C)(C)C)=[CH:6][C:5]=2[N:4]=1.[OH-].[Na+]. Product: [NH2:27][CH2:26][CH2:25][CH2:24][O:23][C:7]1[CH:8]=[CH:9][C:10]2[C:11]3[N:15]([CH2:16][CH2:17][CH3:18])[C:14]([CH2:19][CH2:20][O:21][CH3:22])=[N:13][C:12]=3[C:3]([NH2:2])=[N:4][C:5]=2[CH:6]=1. The catalyst class is: 40.